This data is from Full USPTO retrosynthesis dataset with 1.9M reactions from patents (1976-2016). The task is: Predict the reactants needed to synthesize the given product. (1) Given the product [NH:1]1[C@@H:2]2[C@@H:3]([CH2:4][CH2:5][CH2:6][CH2:7]2)[NH:8][C:10](=[O:11])[C:9]1=[O:15], predict the reactants needed to synthesize it. The reactants are: [NH2:1][C@@H:2]1[CH2:7][CH2:6][CH2:5][CH2:4][C@@H:3]1[NH2:8].[C:9](OCC)(=[O:15])[C:10](OCC)=[O:11]. (2) Given the product [NH2:37][C:38]1[C:43]([C:44]#[N:45])=[C:42]([N:23]2[CH2:24][CH2:25][CH:20]([C:8]3[N:7]([CH2:6][CH2:5][N:1]4[CH2:4][CH2:3][CH2:2]4)[CH:11]=[C:10]([C:12]4[CH:17]=[CH:16][C:15]([F:18])=[C:14]([CH3:19])[CH:13]=4)[N:9]=3)[C:21]([F:26])([F:27])[CH2:22]2)[N:41]=[CH:40][N:39]=1, predict the reactants needed to synthesize it. The reactants are: [N:1]1([CH2:5][CH2:6][N:7]2[CH:11]=[C:10]([C:12]3[CH:17]=[CH:16][C:15]([F:18])=[C:14]([CH3:19])[CH:13]=3)[N:9]=[C:8]2[CH:20]2[CH2:25][CH2:24][NH:23][CH2:22][C:21]2([F:27])[F:26])[CH2:4][CH2:3][CH2:2]1.C(N(C(C)C)C(C)C)C.[NH2:37][C:38]1[C:43]([C:44]#[N:45])=[C:42](Cl)[N:41]=[CH:40][N:39]=1. (3) Given the product [F:20][C:2]([F:1])([C:8]1[CH:13]=[CH:12][C:11]([O:14][C:15]([F:16])([F:17])[F:18])=[CH:10][C:9]=1[F:19])[C:3]([OH:5])=[O:4], predict the reactants needed to synthesize it. The reactants are: [F:1][C:2]([F:20])([C:8]1[CH:13]=[CH:12][C:11]([O:14][C:15]([F:18])([F:17])[F:16])=[CH:10][C:9]=1[F:19])[C:3]([O:5]CC)=[O:4].O1CCCC1.CO.O.[OH-].[Li+]. (4) The reactants are: Br[C:2]1[N:3]=[C:4]([N:23]2[CH2:28][CH2:27][O:26][CH2:25][CH2:24]2)[S:5][C:6]=1[C:7]1[N:11]2[N:12]=[C:13]([CH3:21])[CH:14]=[C:15]([CH:16]([CH2:19][CH3:20])[CH2:17][CH3:18])[C:10]2=[N:9][C:8]=1[CH3:22].[C:29]([Cu])#[N:30].CN(C=O)C.CCCCCC. Given the product [CH2:17]([CH:16]([C:15]1[C:10]2[N:11]([C:7]([C:6]3[S:5][C:4]([N:23]4[CH2:28][CH2:27][O:26][CH2:25][CH2:24]4)=[N:3][C:2]=3[C:29]#[N:30])=[C:8]([CH3:22])[N:9]=2)[N:12]=[C:13]([CH3:21])[CH:14]=1)[CH2:19][CH3:20])[CH3:18], predict the reactants needed to synthesize it.